From a dataset of Peptide-MHC class I binding affinity with 185,985 pairs from IEDB/IMGT. Regression. Given a peptide amino acid sequence and an MHC pseudo amino acid sequence, predict their binding affinity value. This is MHC class I binding data. (1) The peptide sequence is QLHAAGVRV. The MHC is HLA-A02:50 with pseudo-sequence HLA-A02:50. The binding affinity (normalized) is 0.635. (2) The peptide sequence is LSAQSRTL. The MHC is Mamu-A02 with pseudo-sequence Mamu-A02. The binding affinity (normalized) is 0.516. (3) The peptide sequence is AETAGARLVV. The MHC is Patr-B2401 with pseudo-sequence Patr-B2401. The binding affinity (normalized) is 0.382. (4) The peptide sequence is GRINYYWTL. The MHC is HLA-B27:05 with pseudo-sequence HLA-B27:05. The binding affinity (normalized) is 0.640. (5) The peptide sequence is CVDHPFIYV. The MHC is Mamu-B01 with pseudo-sequence Mamu-B01. The binding affinity (normalized) is 0. (6) The peptide sequence is MRIPVERTL. The MHC is HLA-A02:01 with pseudo-sequence HLA-A02:01. The binding affinity (normalized) is 0.0847. (7) The peptide sequence is AVSFRNLAY. The MHC is HLA-A01:01 with pseudo-sequence HLA-A01:01. The binding affinity (normalized) is 0.851.